Dataset: Catalyst prediction with 721,799 reactions and 888 catalyst types from USPTO. Task: Predict which catalyst facilitates the given reaction. (1) Reactant: [OH:1][NH2:2].C([O:5][C:6](=O)[CH2:7][CH2:8][CH2:9][CH2:10][CH2:11][CH2:12][N:13]([C:20]1[CH:25]=[C:24]([O:26][CH:27]([CH3:29])[CH3:28])[CH:23]=[CH:22][N:21]=1)[C:14]1[CH:19]=[CH:18][CH:17]=[CH:16][N:15]=1)C. Product: [OH:1][NH:2][C:6](=[O:5])[CH2:7][CH2:8][CH2:9][CH2:10][CH2:11][CH2:12][N:13]([C:20]1[CH:25]=[C:24]([O:26][CH:27]([CH3:29])[CH3:28])[CH:23]=[CH:22][N:21]=1)[C:14]1[CH:19]=[CH:18][CH:17]=[CH:16][N:15]=1. The catalyst class is: 121. (2) Reactant: [NH2:1][C:2]1[C:11]2[C:6](=[CH:7][CH:8]=[CH:9][C:10]=2[O:12][CH2:13][C:14]([NH:17][C:18](=[O:38])[C:19]2[CH:24]=[C:23]([O:25][CH3:26])[CH:22]=[C:21]([O:27][CH2:28][CH2:29][O:30]CC3C=CC=CC=3)[CH:20]=2)([CH3:16])[CH3:15])[N:5]=[C:4]([CH3:39])[C:3]=1[C:40]([OH:42])=[O:41]. Product: [NH2:1][C:2]1[C:11]2[C:6](=[CH:7][CH:8]=[CH:9][C:10]=2[O:12][CH2:13][C:14]([NH:17][C:18](=[O:38])[C:19]2[CH:24]=[C:23]([O:25][CH3:26])[CH:22]=[C:21]([O:27][CH2:28][CH2:29][OH:30])[CH:20]=2)([CH3:15])[CH3:16])[N:5]=[C:4]([CH3:39])[C:3]=1[C:40]([OH:42])=[O:41]. The catalyst class is: 579. (3) Product: [C:1]([C:5]1[CH:10]=[CH:9][CH:8]=[CH:7][C:6]=1[N:11]1[CH2:12][CH2:13][N:14]([C:17](=[O:32])[CH2:18][CH:19]([CH2:24][C:23]([NH:22][CH2:26][C:27]([OH:29])=[O:28])=[O:25])[CH2:20][C:21]([OH:33])=[O:31])[CH2:15][CH2:16]1)([CH3:2])([CH3:4])[CH3:3]. The catalyst class is: 1. Reactant: [C:1]([C:5]1[CH:10]=[CH:9][CH:8]=[CH:7][C:6]=1[N:11]1[CH2:16][CH2:15][N:14]([C:17](=[O:32])[CH2:18][CH:19]2[CH2:24][C:23](=[O:25])[N:22]([CH2:26][C:27]([O:29]C)=[O:28])[C:21](=[O:31])[CH2:20]2)[CH2:13][CH2:12]1)([CH3:4])([CH3:3])[CH3:2].[OH-:33].[Li+].Cl. (4) Reactant: [Cl:1][C:2]1[N:10]=[C:9]([NH2:11])[N:8]=[C:7]2[C:3]=1[N:4]=[CH:5][NH:6]2.[CH3:12][O:13][C:14]1[CH:15]=[C:16]([CH:20]=[C:21]([O:25][CH3:26])[C:22]=1[O:23][CH3:24])[C:17](Cl)=[O:18]. Product: [NH2:11][C:9]1[N:8]=[C:7]2[C:3]([N:4]=[CH:5][N:6]2[C:17]([C:16]2[CH:20]=[C:21]([O:25][CH3:26])[C:22]([O:23][CH3:24])=[C:14]([O:13][CH3:12])[CH:15]=2)=[O:18])=[C:2]([Cl:1])[N:10]=1. The catalyst class is: 17. (5) The catalyst class is: 17. Reactant: Cl.[Cl:2][C:3]1[C:4]([C:23](=[NH:25])[NH2:24])=[N:5][N:6]([CH2:11][C:12]2[C:17]([F:18])=[CH:16][C:15]([O:19][CH2:20][CH3:21])=[CH:14][C:13]=2[F:22])[C:7]=1[CH:8]1[CH2:10][CH2:9]1.C(O/[CH:29]=[CH:30]/[C:31]#[N:32])C.N1CCCN2CCCCCC=12.O. Product: [Cl:2][C:3]1[C:4]([C:23]2[N:24]=[C:31]([NH2:32])[CH:30]=[CH:29][N:25]=2)=[N:5][N:6]([CH2:11][C:12]2[C:17]([F:18])=[CH:16][C:15]([O:19][CH2:20][CH3:21])=[CH:14][C:13]=2[F:22])[C:7]=1[CH:8]1[CH2:9][CH2:10]1. (6) Reactant: [CH3:1][C:2]1[N:6]([CH2:7][CH:8]([OH:10])[CH3:9])[N:5]=[C:4]([N+:11]([O-:13])=[O:12])[CH:3]=1.C(N(CC)CC)C.CN(C1C=CC=CN=1)C.[C:30](OC(=O)C)(=[O:32])[CH3:31]. Product: [CH3:9][CH:8]([O:10][C:30](=[O:32])[CH3:31])[CH2:7][N:6]1[C:2]([CH3:1])=[CH:3][C:4]([N+:11]([O-:13])=[O:12])=[N:5]1. The catalyst class is: 34. (7) Reactant: [CH:1]1([C:7]2[C:8]3[CH:9]=[CH:10][C:11]([C:33]([O:35][CH3:36])=[O:34])=[CH:12][C:13]=3[N:14]3[C:21]=2[C:20]2[CH:22]=[CH:23][C:24]([F:26])=[CH:25][C:19]=2[O:18][CH2:17][CH:16]([NH:27][CH2:28][CH2:29][N:30]([CH3:32])[CH3:31])[CH2:15]3)[CH2:6][CH2:5][CH2:4][CH2:3][CH2:2]1.C=O.[CH3:39]C(O)=O.C([BH3-])#N.[Na+].[OH-].[Na+]. Product: [CH:1]1([C:7]2[C:8]3[CH:9]=[CH:10][C:11]([C:33]([O:35][CH3:36])=[O:34])=[CH:12][C:13]=3[N:14]3[C:21]=2[C:20]2[CH:22]=[CH:23][C:24]([F:26])=[CH:25][C:19]=2[O:18][CH2:17][CH:16]([N:27]([CH2:28][CH2:29][N:30]([CH3:32])[CH3:31])[CH3:39])[CH2:15]3)[CH2:2][CH2:3][CH2:4][CH2:5][CH2:6]1. The catalyst class is: 91. (8) Reactant: [C:1]([N:4]1[CH2:9][CH2:8][CH2:7][CH:6]([OH:10])[CH2:5]1)(=[O:3])[CH3:2].[OH-].[Na+].Cl[C:14]1[N:19]=[C:18]([NH:20][C:21]2[CH:26]=[CH:25][C:24]([O:27][CH3:28])=[C:23]([Cl:29])[CH:22]=2)[N:17]=[C:16]([NH:30][CH:31]2[CH2:37][CH2:36][CH2:35][CH2:34][CH2:33][CH2:32]2)[N:15]=1. Product: [Cl:29][C:23]1[CH:22]=[C:21]([CH:26]=[CH:25][C:24]=1[O:27][CH3:28])[NH:20][C:18]1[N:17]=[C:16]([NH:30][CH:31]2[CH2:37][CH2:36][CH2:35][CH2:34][CH2:33][CH2:32]2)[N:15]=[C:14]([O:10][CH:6]2[CH2:7][CH2:8][CH2:9][N:4]([C:1](=[O:3])[CH3:2])[CH2:5]2)[N:19]=1. The catalyst class is: 48. (9) Reactant: [CH3:1][O:2][C:3](=[O:15])[C:4]1[CH:9]=[CH:8][C:7]([CH:10]=O)=[C:6]([N+]([O-])=O)[CH:5]=1.[CH2:16]([O:18][C:19](=[O:22])[CH2:20][SH:21])[CH3:17].C([O-])([O-])=O.[K+].[K+]. Product: [CH3:1][O:2][C:3]([C:4]1[CH:9]=[CH:8][C:7]2[CH:10]=[C:20]([C:19]([O:18][CH2:16][CH3:17])=[O:22])[S:21][C:6]=2[CH:5]=1)=[O:15]. The catalyst class is: 3.